This data is from Peptide-MHC class I binding affinity with 185,985 pairs from IEDB/IMGT. The task is: Regression. Given a peptide amino acid sequence and an MHC pseudo amino acid sequence, predict their binding affinity value. This is MHC class I binding data. (1) The peptide sequence is RSLQTIASKK. The MHC is HLA-A68:01 with pseudo-sequence HLA-A68:01. The binding affinity (normalized) is 0.347. (2) The peptide sequence is ARWLFPVYL. The MHC is HLA-B08:02 with pseudo-sequence HLA-B08:02. The binding affinity (normalized) is 0.0847. (3) The peptide sequence is TWMDLLRALI. The MHC is HLA-A23:01 with pseudo-sequence HLA-A23:01. The binding affinity (normalized) is 0.715. (4) The peptide sequence is ILGVFRRPF. The MHC is HLA-B46:01 with pseudo-sequence HLA-B46:01. The binding affinity (normalized) is 0.0847. (5) The peptide sequence is TMNVTTHKY. The MHC is HLA-A02:01 with pseudo-sequence HLA-A02:01. The binding affinity (normalized) is 0. (6) The peptide sequence is YMLWNSWLS. The MHC is HLA-B40:01 with pseudo-sequence HLA-B40:01. The binding affinity (normalized) is 0.0847.